This data is from Forward reaction prediction with 1.9M reactions from USPTO patents (1976-2016). The task is: Predict the product of the given reaction. (1) Given the reactants [F:1][C:2]1[C:7]([F:8])=[CH:6][C:5]([C:9]2[CH:14]=[CH:13][C:12]([O:15][CH2:16][CH:17]3[CH2:22][CH2:21][CH2:20][NH:19][CH2:18]3)=[CH:11][CH:10]=2)=[C:4]([O:23][CH3:24])[CH:3]=1.[CH3:25][CH:26]([C:30](O)=[O:31])[C:27]([OH:29])=[O:28].ON1C2N=CC=CC=2N=N1.Cl, predict the reaction product. The product is: [F:1][C:2]1[C:7]([F:8])=[CH:6][C:5]([C:9]2[CH:14]=[CH:13][C:12]([O:15][CH2:16][CH:17]3[CH2:22][CH2:21][CH2:20][N:19]([C:30](=[O:31])[CH:26]([CH3:25])[C:27]([OH:29])=[O:28])[CH2:18]3)=[CH:11][CH:10]=2)=[C:4]([O:23][CH3:24])[CH:3]=1. (2) Given the reactants C(N1[C:12]2[C:7](=[CH:8][CH:9]=[CH:10][CH:11]=2)[C:6](=O)[C:5]1=O)CC.[CH3:15][C:16]1[CH:17]=[C:18]2[C:22](=[CH:23][CH:24]=1)[NH:21][C:20](=[O:25])[C:19]2=[O:26].C1C=CC(CCBr)=CC=1, predict the reaction product. The product is: [CH3:15][C:16]1[CH:17]=[C:18]2[C:22](=[CH:23][CH:24]=1)[N:21]([CH2:5][CH2:6][C:7]1[CH:12]=[CH:11][CH:10]=[CH:9][CH:8]=1)[C:20](=[O:25])[C:19]2=[O:26]. (3) Given the reactants Br[C:2]1[CH:3]=[C:4]([C:22]([OH:31])([C:27]([F:30])([F:29])[F:28])[C:23]([F:26])([F:25])[F:24])[CH:5]=[CH:6][C:7]=1[N:8]1[CH2:13][CH2:12][N:11]([S:14]([C:17]2[S:18][CH:19]=[CH:20][CH:21]=2)(=[O:16])=[O:15])[CH2:10][CH2:9]1.[C:32]1(B(O)[OH:39])[CH:37]=[CH:36][CH:35]=[CH:34][CH:33]=1.C(=O)([O-])[O-].[Cs+].[Cs+], predict the reaction product. The product is: [F:28][C:27]([F:30])([F:29])[C:22]([OH:31])=[O:39].[F:24][C:23]([F:26])([F:25])[C:22]([C:4]1[CH:3]=[C:2]([C:32]2[CH:37]=[CH:36][CH:35]=[CH:34][CH:33]=2)[C:7]([N:8]2[CH2:13][CH2:12][N:11]([S:14]([C:17]3[S:18][CH:19]=[CH:20][CH:21]=3)(=[O:16])=[O:15])[CH2:10][CH2:9]2)=[CH:6][CH:5]=1)([OH:31])[C:27]([F:30])([F:29])[F:28].